This data is from Full USPTO retrosynthesis dataset with 1.9M reactions from patents (1976-2016). The task is: Predict the reactants needed to synthesize the given product. (1) Given the product [C:1]1([C:3](=[CH:5][CH:6]=[CH:7][CH:8]=1)[O-:4])[O-:2].[Ta+5:12].[C:1]1([C:3](=[CH:5][CH:6]=[CH:7][CH:8]=1)[O-:4])[O-:2].[C:1]1([C:3](=[CH:5][CH:6]=[CH:7][CH:8]=1)[O-:4])[O-:2].[C:1]1([C:3](=[CH:5][CH:6]=[CH:7][CH:8]=1)[O-:4])[O-:2].[C:1]1([C:3](=[CH:5][CH:6]=[CH:7][CH:8]=1)[O-:4])[O-:2].[Ta+5:12], predict the reactants needed to synthesize it. The reactants are: [C:1]1([C:3](=[CH:5][CH:6]=[CH:7][CH:8]=1)[OH:4])[OH:2].[O-]CC.[Ta+5:12].[O-]CC.[O-]CC.[O-]CC.[O-]CC. (2) Given the product [NH2:15][C:5]1[N:6]=[CH:7][C:8]([C:9]2[O:11][C:12](=[O:23])[NH:2][N:1]=2)=[CH:14][C:4]=1[I:3], predict the reactants needed to synthesize it. The reactants are: [NH2:1][NH2:2].[I:3][C:4]1[C:5](/[N:15]=C(\OC)/C)=[N:6][CH:7]=[C:8]([CH:14]=1)[C:9]([O:11][CH2:12]C)=O.Cl.C([OH:23])C.